From a dataset of Reaction yield outcomes from USPTO patents with 853,638 reactions. Predict the reaction yield, written as a fraction of the theoretical maximum amount of product (1.0 means a 100% yield; for example, 0.34 means a 34% yield). (1) The reactants are Br[C:2]1[CH:3]=[C:4]([N:8]2[C:16]3[CH2:15][CH2:14][N:13]([C:17]([O:19][C:20]([CH3:23])([CH3:22])[CH3:21])=[O:18])[CH2:12][C:11]=3[C:10]([C:24]([O:26][CH2:27][CH3:28])=[O:25])=[N:9]2)[CH:5]=[CH:6][CH:7]=1.[C:29]([C@:31]1([OH:38])[CH2:35][CH2:34][N:33]([CH3:36])[C:32]1=[O:37])#[CH:30]. No catalyst specified. The product is [OH:38][C@@:31]1([C:29]#[C:30][C:2]2[CH:3]=[C:4]([N:8]3[C:16]4[CH2:15][CH2:14][N:13]([C:17]([O:19][C:20]([CH3:21])([CH3:23])[CH3:22])=[O:18])[CH2:12][C:11]=4[C:10]([C:24]([O:26][CH2:27][CH3:28])=[O:25])=[N:9]3)[CH:5]=[CH:6][CH:7]=2)[CH2:35][CH2:34][N:33]([CH3:36])[C:32]1=[O:37]. The yield is 0.910. (2) The reactants are [BH4-].[Na+].C(O)C.[CH2:6]([O:8][C:9]1[CH:14]=[CH:13][C:12]([C:15]2[CH:20]=[CH:19][C:18]([CH2:21][CH2:22][CH:23]=[O:24])=[CH:17][CH:16]=2)=[C:11]([F:25])[C:10]=1[F:26])[CH3:7]. The catalyst is O. The product is [CH2:6]([O:8][C:9]1[CH:14]=[CH:13][C:12]([C:15]2[CH:20]=[CH:19][C:18]([CH2:21][CH2:22][CH2:23][OH:24])=[CH:17][CH:16]=2)=[C:11]([F:25])[C:10]=1[F:26])[CH3:7]. The yield is 0.877. (3) The reactants are [CH3:1][CH:2]1[C:10]2[CH:9]=[C:8]3[O:11][CH2:12][C:13](=C)[CH2:14][O:15][C:7]3=[CH:6][C:5]=2[CH2:4][CH2:3]1.I([O-])(=O)(=O)=[O:18].[Na+]. The catalyst is C(#N)C.O.C(Cl)(Cl)(Cl)Cl.O.[Ru](Cl)(Cl)Cl. The product is [CH3:1][CH:2]1[C:10]2[CH:9]=[C:8]3[O:11][CH2:12][C:13](=[O:18])[CH2:14][O:15][C:7]3=[CH:6][C:5]=2[CH2:4][CH2:3]1. The yield is 0.500.